From a dataset of Catalyst prediction with 721,799 reactions and 888 catalyst types from USPTO. Predict which catalyst facilitates the given reaction. (1) Reactant: [CH3:1][C:2]1[CH:10]=[CH:9][CH:8]=[C:7]2[C:3]=1[C:4]([CH2:11][CH2:12][OH:13])=[CH:5][NH:6]2.[B-][N+](C)(C)C.Cl. Product: [CH3:1][C:2]1[CH:10]=[CH:9][CH:8]=[C:7]2[C:3]=1[CH:4]([CH2:11][CH2:12][OH:13])[CH2:5][NH:6]2. The catalyst class is: 12. (2) Reactant: [C:1]([O:5][C:6]([NH:8][C@@:9]12[CH2:15][CH2:14][C@:13]1([F:16])[C:12](=O)[N:11]([C@@H:18]([C:20]1[CH:25]=[CH:24][CH:23]=[CH:22][CH:21]=1)[CH3:19])[CH2:10]2)=[O:7])([CH3:4])([CH3:3])[CH3:2].C(O)C.O.C(N(CC)CC)C. Product: [C:1]([O:5][C:6]([NH:8][C@@:9]12[CH2:15][CH2:14][C@@:13]1([F:16])[CH2:12][N:11]([C@@H:18]([C:20]1[CH:21]=[CH:22][CH:23]=[CH:24][CH:25]=1)[CH3:19])[CH2:10]2)=[O:7])([CH3:2])([CH3:3])[CH3:4]. The catalyst class is: 7. (3) Reactant: [CH:1]([C@@H:4]1[CH2:8][C@@H:7]([CH:9]2[CH2:11][N@@:10]2[S:12]([C:15]2[CH:20]=[CH:19][CH:18]=[CH:17][C:16]=2[N+:21]([O-:23])=[O:22])(=[O:14])=[O:13])[O:6][C:5]1=[O:24])([CH3:3])[CH3:2].[CH3:25][C:26]1([CH3:41])[CH2:31][N:30]([C:32]2[CH:37]=[C:36]([F:38])[CH:35]=[CH:34][C:33]=2[CH3:39])[C:29](=[O:40])[CH2:28][NH:27]1. Product: [CH3:25][C:26]1([CH3:41])[CH2:31][N:30]([C:32]2[CH:37]=[C:36]([F:38])[CH:35]=[CH:34][C:33]=2[CH3:39])[C:29](=[O:40])[CH2:28][N:27]1[CH2:11][C@H:9]([NH:10][S:12]([C:15]1[CH:20]=[CH:19][CH:18]=[CH:17][C:16]=1[N+:21]([O-:23])=[O:22])(=[O:14])=[O:13])[C@@H:7]1[CH2:8][C@@H:4]([CH:1]([CH3:3])[CH3:2])[C:5](=[O:24])[O:6]1. The catalyst class is: 11. (4) Reactant: [CH2:1]([O:8][C@H:9]1[C@H:14]([O:15][CH2:16][C:17]2[CH:22]=[CH:21][CH:20]=[CH:19][CH:18]=2)[C@@H:13]([O:23][CH2:24][C:25]2[CH:30]=[CH:29][CH:28]=[CH:27][CH:26]=2)[C@H:12]([C:31]2[CH:36]=[C:35]([CH2:37][C:38]3[CH:43]=[CH:42][C:41]([O:44][CH2:45][CH3:46])=[CH:40][CH:39]=3)[C:34]([Cl:47])=[C:33]([O:48]CC=C)[C:32]=2[O:52]CC=C)[O:11][C@@H:10]1[CH2:56][O:57][CH2:58][C:59]1[CH:64]=[CH:63][CH:62]=[CH:61][CH:60]=1)[C:2]1[CH:7]=[CH:6][CH:5]=[CH:4][CH:3]=1.[BH4-].[Na+].[NH4+].[Cl-]. Product: [Cl:47][C:34]1[C:35]([CH2:37][C:38]2[CH:43]=[CH:42][C:41]([O:44][CH2:45][CH3:46])=[CH:40][CH:39]=2)=[CH:36][C:31]([C@H:12]2[C@H:13]([O:23][CH2:24][C:25]3[CH:30]=[CH:29][CH:28]=[CH:27][CH:26]=3)[C@@H:14]([O:15][CH2:16][C:17]3[CH:22]=[CH:21][CH:20]=[CH:19][CH:18]=3)[C@H:9]([O:8][CH2:1][C:2]3[CH:3]=[CH:4][CH:5]=[CH:6][CH:7]=3)[C@@H:10]([CH2:56][O:57][CH2:58][C:59]3[CH:60]=[CH:61][CH:62]=[CH:63][CH:64]=3)[O:11]2)=[C:32]([OH:52])[C:33]=1[OH:48]. The catalyst class is: 176.